The task is: Regression. Given a peptide amino acid sequence and an MHC pseudo amino acid sequence, predict their binding affinity value. This is MHC class I binding data.. This data is from Peptide-MHC class I binding affinity with 185,985 pairs from IEDB/IMGT. (1) The MHC is HLA-A31:01 with pseudo-sequence HLA-A31:01. The binding affinity (normalized) is 0.607. The peptide sequence is KTRPILSPLTK. (2) The peptide sequence is APFARLLNL. The MHC is HLA-B15:17 with pseudo-sequence HLA-B15:17. The binding affinity (normalized) is 0.0847. (3) The MHC is HLA-A31:01 with pseudo-sequence HLA-A31:01. The binding affinity (normalized) is 0.0847. The peptide sequence is APRGFRAAF. (4) The peptide sequence is ELYMYFNHV. The MHC is HLA-B15:03 with pseudo-sequence HLA-B15:03. The binding affinity (normalized) is 0.443. (5) The peptide sequence is SERFINYAI. The MHC is HLA-C04:01 with pseudo-sequence HLA-C04:01. The binding affinity (normalized) is 0.213. (6) The peptide sequence is KFRRFTQAI. The MHC is HLA-B51:01 with pseudo-sequence HLA-B51:01. The binding affinity (normalized) is 0.0847. (7) The peptide sequence is KNPFGSFTV. The MHC is Mamu-A01 with pseudo-sequence Mamu-A01. The binding affinity (normalized) is 0.253. (8) The peptide sequence is EAEYEENKI. The MHC is Mamu-B52 with pseudo-sequence Mamu-B52. The binding affinity (normalized) is 0.112. (9) The peptide sequence is VVGKPYKEV. The MHC is HLA-A02:11 with pseudo-sequence HLA-A02:11. The binding affinity (normalized) is 0.578. (10) The peptide sequence is EARGKEKLL. The MHC is HLA-A11:01 with pseudo-sequence HLA-A11:01. The binding affinity (normalized) is 0.0847.